From a dataset of Forward reaction prediction with 1.9M reactions from USPTO patents (1976-2016). Predict the product of the given reaction. (1) The product is: [O:1]([C:8]1[CH:9]=[C:10]([CH:26]=[CH:27][CH:28]=1)[CH2:11][N:12]1[CH2:17][CH2:16][CH:15]([N:18]2[C:19]3[CH:24]=[CH:23][CH:22]=[CH:21][C:20]=3[NH:25][C:29]2=[O:30])[CH2:14][CH2:13]1)[C:2]1[CH:3]=[CH:4][CH:5]=[CH:6][CH:7]=1. Given the reactants [O:1]([C:8]1[CH:9]=[C:10]([CH:26]=[CH:27][CH:28]=1)[CH2:11][N:12]1[CH2:17][CH2:16][CH:15]([NH:18][C:19]2[C:20]([NH2:25])=[CH:21][CH:22]=[CH:23][CH:24]=2)[CH2:14][CH2:13]1)[C:2]1[CH:7]=[CH:6][CH:5]=[CH:4][CH:3]=1.[C:29](C1NC=CN=1)(C1NC=CN=1)=[O:30], predict the reaction product. (2) Given the reactants [C:1]([O:5][C:6]([C:8]1[C:9]([C:14]2[CH:19]=[CH:18][C:17]([CH2:20][N:21]3[C:25]([CH:26]=[O:27])=[C:24](Br)[N:23]=[C:22]3[O:29][CH2:30][CH3:31])=[C:16]([F:32])[CH:15]=2)=[CH:10][CH:11]=[CH:12][CH:13]=1)=[O:7])([CH3:4])([CH3:3])[CH3:2].CO[CH2:35][CH2:36]OC.O.B1(C=C)OB(C=C)OB(C=C)O1.C1C=CN=CC=1.C(=O)([O-])[O-].[K+].[K+], predict the reaction product. The product is: [C:1]([O:5][C:6]([C:8]1[C:9]([C:14]2[CH:19]=[CH:18][C:17]([CH2:20][N:21]3[C:25]([CH:26]=[O:27])=[C:24]([CH:35]=[CH2:36])[N:23]=[C:22]3[O:29][CH2:30][CH3:31])=[C:16]([F:32])[CH:15]=2)=[CH:10][CH:11]=[CH:12][CH:13]=1)=[O:7])([CH3:4])([CH3:3])[CH3:2]. (3) The product is: [CH2:36]([O:35][C:33](=[O:34])[CH2:32][CH:31]=[CH:18][C:8]1[C:7]2[N:20]=[C:3]([O:2][CH3:1])[CH:4]=[CH:5][C:6]=2[N:10]2[CH2:11][C:12]3[C:17](=[CH:16][CH:15]=[CH:14][CH:13]=3)[C:9]=12)[CH3:37]. Given the reactants [CH3:1][O:2][C:3]1[CH:4]=[CH:5][C:6]2[N:10]3[CH2:11][C:12]4[C:17]([C:9]3=[C:8]([CH:18]=O)[C:7]=2[N:20]=1)=[CH:16][CH:15]=[CH:14][CH:13]=4.[H-].[Na+].C(OP([CH2:31][CH2:32][C:33]([O:35][CH2:36][CH3:37])=[O:34])(OCC)=O)C, predict the reaction product.